Dataset: Peptide-MHC class I binding affinity with 185,985 pairs from IEDB/IMGT. Task: Regression. Given a peptide amino acid sequence and an MHC pseudo amino acid sequence, predict their binding affinity value. This is MHC class I binding data. (1) The peptide sequence is GVPELGAFF. The MHC is HLA-A02:12 with pseudo-sequence HLA-A02:12. The binding affinity (normalized) is 0.0847. (2) The peptide sequence is RGPGRAFVTI. The MHC is HLA-A02:03 with pseudo-sequence HLA-A02:03. The binding affinity (normalized) is 0.130. (3) The peptide sequence is KYCWNLLQY. The MHC is HLA-A03:01 with pseudo-sequence HLA-A03:01. The binding affinity (normalized) is 0.288. (4) The peptide sequence is LSTTRFQSM. The MHC is HLA-B08:01 with pseudo-sequence HLA-B08:01. The binding affinity (normalized) is 0.234. (5) The peptide sequence is RLKHIFLIF. The MHC is HLA-B57:01 with pseudo-sequence HLA-B57:01. The binding affinity (normalized) is 0.0847. (6) The peptide sequence is GMQIRGFVY. The MHC is HLA-A01:01 with pseudo-sequence HLA-A01:01. The binding affinity (normalized) is 0.0847. (7) The peptide sequence is RAKFKQLL. The MHC is Mamu-A02 with pseudo-sequence Mamu-A02. The binding affinity (normalized) is 0.0846. (8) The peptide sequence is ELQATEDAKL. The MHC is HLA-A68:02 with pseudo-sequence HLA-A68:02. The binding affinity (normalized) is 0.125. (9) The peptide sequence is EIKDRILSY. The MHC is HLA-A02:03 with pseudo-sequence HLA-A02:03. The binding affinity (normalized) is 0. (10) The peptide sequence is CEKLEQSGL. The MHC is HLA-B44:03 with pseudo-sequence HLA-B44:03. The binding affinity (normalized) is 0.261.